From a dataset of Forward reaction prediction with 1.9M reactions from USPTO patents (1976-2016). Predict the product of the given reaction. (1) The product is: [F:1][C:2]1[CH:23]=[C:22]([F:24])[CH:21]=[CH:20][C:3]=1[O:4][C:5]1[N:10]=[C:9]2[NH:11][N:12]=[C:13]([C:28]3[CH:27]=[C:26]([F:25])[CH:31]=[CH:30][C:29]=3[O:35][CH2:36][CH3:37])[C:8]2=[C:7]([NH:14][CH2:15][C@H:16]([OH:19])[CH3:17])[N:6]=1. Given the reactants [F:1][C:2]1[CH:23]=[C:22]([F:24])[CH:21]=[CH:20][C:3]=1[O:4][C:5]1[N:10]=[C:9]2[NH:11][N:12]=[CH:13][C:8]2=[C:7]([NH:14][CH2:15][CH:16]([OH:19])[CH2:17]I)[N:6]=1.[F:25][C:26]1[CH:27]=[CH:28][C:29]([O:35][CH2:36][CH3:37])=[C:30](B(O)O)[CH:31]=1.[O-]P([O-])([O-])=O.[K+].[K+].[K+], predict the reaction product. (2) The product is: [C:33]([NH:35][C:36]([NH:20][C:19]1[CH:21]=[CH:22][C:16]([O:15][C:6]2[C:5]3[C:10](=[CH:11][C:12]([O:13][CH3:14])=[C:3]([O:2][CH3:1])[CH:4]=3)[N:9]=[CH:8][CH:7]=2)=[C:17]([F:23])[CH:18]=1)=[S:37])(=[O:34])[C:27]1[CH:32]=[CH:31][CH:30]=[CH:29][CH:28]=1. Given the reactants [CH3:1][O:2][C:3]1[CH:4]=[C:5]2[C:10](=[CH:11][C:12]=1[O:13][CH3:14])[N:9]=[CH:8][CH:7]=[C:6]2[O:15][C:16]1[CH:22]=[CH:21][C:19]([NH2:20])=[CH:18][C:17]=1[F:23].C(O)C.[C:27]1([C:33]([N:35]=[C:36]=[S:37])=[O:34])[CH:32]=[CH:31][CH:30]=[CH:29][CH:28]=1, predict the reaction product. (3) Given the reactants [C:1]([C:3]1[S:11][C:10]2[C:5](=[N:6][CH:7]=[CH:8][C:9]=2[O:12][C:13]2[CH:18]=[CH:17][C:16]([N+:19]([O-])=O)=[CH:15][C:14]=2[F:22])[CH:4]=1)#[CH:2].Cl[Sn]Cl.[C:26]1([CH2:32][C:33]([N:35]=[C:36]=[S:37])=[O:34])[CH:31]=[CH:30][CH:29]=[CH:28][CH:27]=1, predict the reaction product. The product is: [C:1]([C:3]1[S:11][C:10]2[C:5](=[N:6][CH:7]=[CH:8][C:9]=2[O:12][C:13]2[CH:18]=[CH:17][C:16]([NH:19][C:36]([NH:35][C:33](=[O:34])[CH2:32][C:26]3[CH:27]=[CH:28][CH:29]=[CH:30][CH:31]=3)=[S:37])=[CH:15][C:14]=2[F:22])[CH:4]=1)#[CH:2]. (4) Given the reactants Br[C:2]1[S:6][C:5]([C:7]2[CH:12]=[CH:11][C:10]([Cl:13])=[CH:9][CH:8]=2)=[N:4][C:3]=1[CH2:14][OH:15].P([O-])([O-])([O-])=O.[Na+].[Na+].[Na+].B1(C=C)O[C:27](C)(C)[C:26](C)(C)O1.O, predict the reaction product. The product is: [Cl:13][C:10]1[CH:11]=[CH:12][C:7]([C:5]2[S:6][C:2]([CH:26]=[CH2:27])=[C:3]([CH2:14][OH:15])[N:4]=2)=[CH:8][CH:9]=1. (5) Given the reactants [NH:1]1[C:9]2[C:4](=[CH:5][C:6]([NH:10][C:11]3[C:12]4[CH:19]=[C:18]([C:20]5[CH2:21][CH2:22][N:23](C(OC(C)(C)C)=O)[CH2:24][CH:25]=5)[NH:17][C:13]=4[N:14]=[CH:15][N:16]=3)=[CH:7][CH:8]=2)[CH:3]=[N:2]1, predict the reaction product. The product is: [NH:1]1[C:9]2[C:4](=[CH:5][C:6]([NH:10][C:11]3[C:12]4[CH:19]=[C:18]([C:20]5[CH2:21][CH2:22][NH:23][CH2:24][CH:25]=5)[NH:17][C:13]=4[N:14]=[CH:15][N:16]=3)=[CH:7][CH:8]=2)[CH:3]=[N:2]1.